From a dataset of Retrosynthesis with 50K atom-mapped reactions and 10 reaction types from USPTO. Predict the reactants needed to synthesize the given product. (1) Given the product CC(C)(C)OC(=O)N[C@H](CO)Cc1ccc(Br)cc1, predict the reactants needed to synthesize it. The reactants are: CC(C)(C)OC(=O)N[C@@H](Cc1ccc(Br)cc1)C(=O)O. (2) Given the product CC(C)c1cc(-n2nncc2-c2ccc(CO)cc2)c(OCc2ccccc2)cc1OCc1ccccc1, predict the reactants needed to synthesize it. The reactants are: C#Cc1ccc(CO)cc1.CC(C)c1cc(N=[N+]=[N-])c(OCc2ccccc2)cc1OCc1ccccc1. (3) Given the product O=C(NCC1CN(Cc2ccc(Cl)c(Cl)c2)CCO1)Nc1ccc(Br)cc1, predict the reactants needed to synthesize it. The reactants are: NCC1CN(Cc2ccc(Cl)c(Cl)c2)CCO1.O=C=Nc1ccc(Br)cc1. (4) Given the product CC(C)(C)c1ccc(C=CC(=O)NCc2ccc(NS(C)(=O)=O)c(F)c2)cn1, predict the reactants needed to synthesize it. The reactants are: CC(C)(C)c1ccc(C=CC(=O)O)cn1.CS(=O)(=O)Nc1ccc(CN)cc1F. (5) Given the product O=C(NCC(c1ccc(Cl)cc1)C1CCOCC1)c1c(F)cccc1Cl, predict the reactants needed to synthesize it. The reactants are: NCC(c1ccc(Cl)cc1)C1CCOCC1.O=C(O)c1c(F)cccc1Cl. (6) Given the product Nc1ccc(OC(=O)N2CCN3CCC2CC3)cc1, predict the reactants needed to synthesize it. The reactants are: O=C(Oc1ccc([N+](=O)[O-])cc1)N1CCN2CCC1CC2. (7) Given the product Cc1c(SCc2ccco2)cc[n+]([O-])c1C, predict the reactants needed to synthesize it. The reactants are: Cc1c(Cl)cc[n+]([O-])c1C.SCc1ccco1.